This data is from Full USPTO retrosynthesis dataset with 1.9M reactions from patents (1976-2016). The task is: Predict the reactants needed to synthesize the given product. (1) The reactants are: C(OC([NH:8][C:9]1[CH:14]=[CH:13][CH:12]=[C:11]([Br:15])[C:10]=1[F:16])=O)(C)(C)C. Given the product [Br:15][C:11]1[C:10]([F:16])=[C:9]([NH2:8])[CH:14]=[CH:13][CH:12]=1, predict the reactants needed to synthesize it. (2) Given the product [CH2:15]([O:17][C:18]1[CH:36]=[CH:35][C:34]([F:37])=[C:33]([F:38])[C:19]=1[CH2:20][CH2:21][NH:22][C:23]([NH:25][C:26]1[CH:31]=[CH:30][C:29]([Br:32])=[CH:28][N:27]=1)=[O:3])[CH3:16], predict the reactants needed to synthesize it. The reactants are: C([O:3]C1C=CC(F)=C(F)C=1CCN)C.[CH2:15]([O:17][C:18]1[CH:36]=[CH:35][C:34]([F:37])=[C:33]([F:38])[C:19]=1[CH2:20][CH2:21][NH:22][C:23]([NH:25][C:26]1[CH:31]=[CH:30][C:29]([Br:32])=[CH:28][N:27]=1)=S)[CH3:16].C1C(=O)N(Br)C(=O)C1. (3) Given the product [CH3:7][O:8][C:9](=[O:35])[NH:10][C@H:11]([C:15]([N:17]1[CH2:21][CH2:20][CH2:19][C@H:18]1[C:22]1[NH:23][CH:24]=[C:25]([C:27]2[CH:32]=[CH:31][C:30]([C:42]3[CH:41]=[CH:40][C:39]([NH2:52])=[CH:38][C:37]=3[CH3:36])=[C:29]([CH3:34])[CH:28]=2)[N:26]=1)=[O:16])[CH:12]([CH3:14])[CH3:13], predict the reactants needed to synthesize it. The reactants are: C(=O)([O-])[O-].[K+].[K+].[CH3:7][O:8][C:9](=[O:35])[NH:10][C@H:11]([C:15]([N:17]1[CH2:21][CH2:20][CH2:19][C@H:18]1[C:22]1[NH:23][CH:24]=[C:25]([C:27]2[CH:32]=[CH:31][C:30](Br)=[C:29]([CH3:34])[CH:28]=2)[N:26]=1)=[O:16])[CH:12]([CH3:14])[CH3:13].[CH3:36][C:37]1[CH:38]=[C:39]([NH2:52])[CH:40]=[CH:41][C:42]=1B1OC(C)(C)C(C)(C)O1.C1(C)C=CC=CC=1.O. (4) Given the product [F:1][C:2]1[CH:16]=[C:15]2[C:5]([C:6]([OH:29])=[C:7]([C:18]([NH:20][CH2:21][C:22]([OH:24])=[O:23])=[O:19])[C:8](=[O:17])[C:9]32[CH2:14][CH2:13][O:12][CH2:11][CH2:10]3)=[CH:4][CH:3]=1, predict the reactants needed to synthesize it. The reactants are: [F:1][C:2]1[CH:16]=[C:15]2[C:5]([C:6]([OH:29])=[C:7]([C:18]([NH:20][CH2:21][C:22]([O:24]C(C)(C)C)=[O:23])=[O:19])[C:8](=[O:17])[C:9]32[CH2:14][CH2:13][O:12][CH2:11][CH2:10]3)=[CH:4][CH:3]=1.C(O)(C(F)(F)F)=O. (5) Given the product [F:22][C:23]1[CH:28]=[CH:27][C:26]([F:29])=[CH:25][C:24]=1[C:30]1[N:32]=[C:19]([C:11]2[N:10]=[N:9][N:8]([C:3]3[CH:4]=[CH:5][CH:6]=[CH:7][C:2]=3[F:1])[C:12]=2[C:13]2[CH:18]=[CH:17][CH:16]=[CH:15][N:14]=2)[O:21][N:31]=1, predict the reactants needed to synthesize it. The reactants are: [F:1][C:2]1[CH:7]=[CH:6][CH:5]=[CH:4][C:3]=1[N:8]1[C:12]([C:13]2[CH:18]=[CH:17][CH:16]=[CH:15][N:14]=2)=[C:11]([C:19]([OH:21])=O)[N:10]=[N:9]1.[F:22][C:23]1[CH:28]=[CH:27][C:26]([F:29])=[CH:25][C:24]=1[C:30](=[N:32]O)[NH2:31]. (6) Given the product [F:14][C:15]1[CH:16]=[CH:17][C:18]([C:21]2[N:25]=[C:24]([C:26]3[CH:27]=[CH:28][C:29]([F:32])=[CH:30][CH:31]=3)[N:23]([CH2:33][C:34]([N:36]3[CH2:37][CH2:38][N:39]([C:6]4[S:7][CH2:2][CH2:3][CH2:4][N:5]=4)[CH2:40][CH2:41]3)=[O:35])[N:22]=2)=[CH:19][CH:20]=1, predict the reactants needed to synthesize it. The reactants are: Br[CH2:2][CH2:3][CH2:4][N:5]=[C:6]=[S:7].C(=O)([O-])[O-].[Na+].[Na+].[F:14][C:15]1[CH:20]=[CH:19][C:18]([C:21]2[N:25]=[C:24]([C:26]3[CH:31]=[CH:30][C:29]([F:32])=[CH:28][CH:27]=3)[N:23]([CH2:33][C:34]([N:36]3[CH2:41][CH2:40][NH:39][CH2:38][CH2:37]3)=[O:35])[N:22]=2)=[CH:17][CH:16]=1.